From a dataset of Catalyst prediction with 721,799 reactions and 888 catalyst types from USPTO. Predict which catalyst facilitates the given reaction. Reactant: C([C:4]1[C:12]([S:13][C:14]2[N:15]([CH3:19])[CH:16]=[CH:17][N:18]=2)=[CH:11][C:7]([C:8]([OH:10])=O)=[C:6](C(C)C)[C:5]=1[O:23][C:24]1[CH:29]=[CH:28][C:27]([P:30]([O:36][CH:37]([CH3:39])[CH3:38])([O:32][CH:33]([CH3:35])[CH3:34])=[O:31])=[CH:26][CH:25]=1)(C)C.[NH2:40][C:41]1[S:42][CH:43]=[CH:44][N:45]=1.CN(C(ON1N=NC2C=CC=NC1=2)=[N+](C)C)C.F[P-](F)(F)(F)(F)F.CC(N(C)C)=O. Product: [CH:33]([O:32][P:30]([C:27]1[CH:28]=[CH:29][C:24]([O:23][C:5]2[CH:6]=[C:7]([C:8](=[O:10])[NH:40][C:41]3[S:42][CH:43]=[CH:44][N:45]=3)[CH:11]=[C:12]([S:13][C:14]3[N:15]([CH3:19])[CH:16]=[CH:17][N:18]=3)[CH:4]=2)=[CH:25][CH:26]=1)(=[O:31])[O:36][CH:37]([CH3:39])[CH3:38])([CH3:35])[CH3:34]. The catalyst class is: 59.